From a dataset of Full USPTO retrosynthesis dataset with 1.9M reactions from patents (1976-2016). Predict the reactants needed to synthesize the given product. Given the product [CH3:34][O:35][C:36](=[O:46])[C@H:37]([CH2:39][C:40]1[CH:45]=[CH:44][CH:43]=[CH:42][CH:41]=1)[NH:38][C:30](=[O:31])[C@H:9]([CH2:10][C:11]1[CH:12]=[CH:13][C:14]([Sn:17]([CH2:18][CH2:19][CH2:20][CH3:21])([CH2:22][CH2:23][CH2:24][CH3:25])[CH2:26][CH2:27][CH2:28][CH3:29])=[CH:15][CH:16]=1)[NH:8][C:1]([O:3][C:4]([CH3:7])([CH3:5])[CH3:6])=[O:2], predict the reactants needed to synthesize it. The reactants are: [C:1]([NH:8][C@H:9]([C:30](O)=[O:31])[CH2:10][C:11]1[CH:16]=[CH:15][C:14]([Sn:17]([CH2:26][CH2:27][CH2:28][CH3:29])([CH2:22][CH2:23][CH2:24][CH3:25])[CH2:18][CH2:19][CH2:20][CH3:21])=[CH:13][CH:12]=1)([O:3][C:4]([CH3:7])([CH3:6])[CH3:5])=[O:2].Cl.[CH3:34][O:35][C:36](=[O:46])[C@H:37]([CH2:39][C:40]1[CH:45]=[CH:44][CH:43]=[CH:42][CH:41]=1)[NH2:38].CCN=C=NCCCN(C)C.C1C=CC2N(O)N=NC=2C=1.